This data is from Full USPTO retrosynthesis dataset with 1.9M reactions from patents (1976-2016). The task is: Predict the reactants needed to synthesize the given product. (1) Given the product [S:1]1[C:5]2[CH:6]=[CH:7][CH:8]=[CH:9][C:4]=2[N:3]=[C:2]1[N:10]([C:11]1[CH:12]=[CH:13][C:14]([O:17][C:18]([F:20])([F:19])[F:21])=[CH:15][CH:16]=1)[C:25](=[O:26])[C:24]1[CH:28]=[CH:29][CH:30]=[CH:31][C:23]=1[Cl:22], predict the reactants needed to synthesize it. The reactants are: [S:1]1[C:5]2[CH:6]=[CH:7][CH:8]=[CH:9][C:4]=2[N:3]=[C:2]1[NH:10][C:11]1[CH:16]=[CH:15][C:14]([O:17][C:18]([F:21])([F:20])[F:19])=[CH:13][CH:12]=1.[Cl:22][C:23]1[CH:31]=[CH:30][CH:29]=[CH:28][C:24]=1[C:25](Cl)=[O:26].O. (2) Given the product [CH3:13][O:14][C:15](=[O:26])[C@@H:16]([NH:25][C:4](=[O:6])[C:3]1[CH:7]=[C:8]([Cl:11])[CH:9]=[CH:10][C:2]=1[NH2:1])[CH2:17][C:18]1[CH:23]=[CH:22][C:21]([C:36]2[CH:41]=[CH:40][CH:39]=[CH:38][CH:37]=2)=[CH:20][CH:19]=1, predict the reactants needed to synthesize it. The reactants are: [NH2:1][C:2]1[CH:10]=[CH:9][C:8]([Cl:11])=[CH:7][C:3]=1[C:4]([OH:6])=O.Cl.[CH3:13][O:14][C:15](=[O:26])[C@@H:16]([NH2:25])[CH2:17][C:18]1[CH:23]=[CH:22][C:21](Br)=[CH:20][CH:19]=1.CN(C(ON1N=N[C:37]2[CH:38]=[CH:39][CH:40]=[CH:41][C:36]1=2)=[N+](C)C)C.F[P-](F)(F)(F)(F)F.CCN(C(C)C)C(C)C. (3) Given the product [O:1]=[C:2]1[C:11]2[C:6](=[CH:7][CH:8]=[CH:9][CH:10]=2)[N:5]=[C:4]([C:12]([NH:40][CH2:39][C:37]2[CH:36]=[CH:35][N:34]=[C:33]([O:32][CH2:31][CH2:30][CH2:29][C:26]3[N:27]=[CH:28][NH:24][N:25]=3)[CH:38]=2)=[O:14])[NH:3]1, predict the reactants needed to synthesize it. The reactants are: [O:1]=[C:2]1[C:11]2[C:6](=[CH:7][CH:8]=[CH:9][CH:10]=2)[N:5]=[C:4]([C:12]([O:14]CC)=O)[NH:3]1.C1(C(C2C=CC=CC=2)(C2C=CC=CC=2)[N:24]2[CH:28]=[N:27][C:26]([CH2:29][CH2:30][CH2:31][O:32][C:33]3[CH:38]=[C:37]([CH2:39][NH2:40])[CH:36]=[CH:35][N:34]=3)=[N:25]2)C=CC=CC=1.C(N(C(C)C)CC)(C)C. (4) Given the product [C:3]([O:7][C:8](=[O:37])[NH:9][C@H:10]([CH2:25][NH2:26])[CH2:11][C:12]([CH3:24])([CH3:23])[CH2:13][CH2:14][O:15][CH2:16][C:17]1[CH:18]=[CH:19][CH:20]=[CH:21][CH:22]=1)([CH3:4])([CH3:6])[CH3:5], predict the reactants needed to synthesize it. The reactants are: NN.[C:3]([O:7][C:8](=[O:37])[NH:9][C@H:10]([CH2:25][N:26]1C(=O)C2C(=CC=CC=2)C1=O)[CH2:11][C:12]([CH3:24])([CH3:23])[CH2:13][CH2:14][O:15][CH2:16][C:17]1[CH:22]=[CH:21][CH:20]=[CH:19][CH:18]=1)([CH3:6])([CH3:5])[CH3:4].C(OCC)C.